Dataset: Reaction yield outcomes from USPTO patents with 853,638 reactions. Task: Predict the reaction yield, written as a fraction of the theoretical maximum amount of product (1.0 means a 100% yield; for example, 0.34 means a 34% yield). (1) The reactants are [CH:1]1([NH:6][C:7]2[CH:8]=[C:9]([Cl:30])[CH:10]=[C:11]3[C:15]=2[NH:14][C:13](C2C=CC(C(OC(C)(C)C)=O)=CC=2N)=[CH:12]3)[CH2:5][CH2:4][CH2:3][CH2:2]1.[C:31](O)([C:33](F)(F)F)=O. The catalyst is C(Cl)Cl. The product is [CH:1]1([NH:6][C:7]2[CH:8]=[C:9]([Cl:30])[CH:10]=[C:11]3[C:15]=2[NH:14][C:13]([C:33]2[CH:31]=[CH:5][C:1]([NH2:6])=[CH:2][CH:3]=2)=[CH:12]3)[CH2:2][CH2:3][CH2:4][CH2:5]1. The yield is 0.950. (2) The reactants are [NH2:1][C:2]1[CH:3]=[C:4]([N:8]2[C:17]3[CH:16]=[CH:15][C:14]4[CH2:18][CH2:19][CH2:20][CH2:21][C:13]=4[C:12]=3[NH:11][C:10](=[O:22])[C:9]2=[O:23])[CH:5]=[CH:6][CH:7]=1.[S:24]1[CH:28]=[CH:27][CH:26]=[C:25]1[S:29](Cl)(=[O:31])=[O:30]. No catalyst specified. The product is [O:22]=[C:10]1[NH:11][C:12]2[C:13]3[CH2:21][CH2:20][CH2:19][CH2:18][C:14]=3[CH:15]=[CH:16][C:17]=2[N:8]([C:4]2[CH:3]=[C:2]([NH:1][S:29]([C:25]3[S:24][CH:28]=[CH:27][CH:26]=3)(=[O:31])=[O:30])[CH:7]=[CH:6][CH:5]=2)[C:9]1=[O:23]. The yield is 0.200. (3) The reactants are Br[C:2]1[CH:3]=[CH:4][CH:5]=[C:6]2[C:11]=1[N:10]=[CH:9][CH:8]=[CH:7]2.C([Li])CCC.[CH3:17][C:18]1[C:19](=O)[CH2:20][CH:21]([CH3:24])[C:22]=1[CH3:23].Cl.N. The catalyst is O1CCCC1. The product is [CH3:17][C:18]1[C:22]([CH3:23])=[C:21]([CH3:24])[CH2:20][C:19]=1[C:2]1[CH:3]=[CH:4][CH:5]=[C:6]2[C:11]=1[N:10]=[CH:9][CH:8]=[CH:7]2. The yield is 0.430. (4) The reactants are Cl[C:2]1[C:3]2[S:10][C:9]([C:11]([OH:13])=[O:12])=[CH:8][C:4]=2[N:5]=[CH:6][N:7]=1.C(N(CC)CC)C.[NH:21]1[CH2:26][CH2:25][CH:24]([CH2:27][CH2:28][NH:29][C:30](=[O:36])[O:31][C:32]([CH3:35])([CH3:34])[CH3:33])[CH2:23][CH2:22]1. The catalyst is CC#N. The product is [C:32]([O:31][C:30]([NH:29][CH2:28][CH2:27][CH:24]1[CH2:23][CH2:22][N:21]([C:2]2[C:3]3[S:10][C:9]([C:11]([OH:13])=[O:12])=[CH:8][C:4]=3[N:5]=[CH:6][N:7]=2)[CH2:26][CH2:25]1)=[O:36])([CH3:35])([CH3:33])[CH3:34]. The yield is 0.250. (5) The reactants are [ClH:1].[CH3:2][O:3][C:4]1[CH:9]=[CH:8][C:7]([C:10]2[CH2:11][CH2:12][CH2:13][CH2:14][NH:15][CH:16]=2)=[CH:6][CH:5]=1. The catalyst is CO.[Pd]. The product is [ClH:1].[CH3:2][O:3][C:4]1[CH:5]=[CH:6][C:7]([CH:10]2[CH2:11][CH2:12][CH2:13][CH2:14][NH:15][CH2:16]2)=[CH:8][CH:9]=1. The yield is 0.570. (6) The reactants are [F:1][C:2]1[CH:7]=[CH:6][C:5]([C:8]2[O:20][C:11]3[CH:12]=[CH:13][C:14]4[O:18][CH:17]([CH3:19])[CH2:16][C:15]=4[C:10]=3[C:9]=2[C:21]([NH:23][CH3:24])=[O:22])=[CH:4][CH:3]=1.[N+:25]([O-])([OH:27])=[O:26]. The catalyst is C(Cl)(Cl)Cl. The product is [F:1][C:2]1[CH:7]=[CH:6][C:5]([C:8]2[O:20][C:11]3[CH:12]=[C:13]([N+:25]([O-:27])=[O:26])[C:14]4[O:18][CH:17]([CH3:19])[CH2:16][C:15]=4[C:10]=3[C:9]=2[C:21]([NH:23][CH3:24])=[O:22])=[CH:4][CH:3]=1. The yield is 0.890. (7) The reactants are [Br:1][C:2]1[C:11]2[C:6](=[CH:7][C:8]([O:12][CH3:13])=[CH:9][CH:10]=2)[CH:5]=[CH:4][C:3]=1[OH:14].C([O-])([O-])=O.[K+].[K+].[CH2:21](Cl)[O:22][CH3:23]. The catalyst is CO.C1COCC1. The product is [Br:1][C:2]1[C:11]2[C:6](=[CH:7][C:8]([O:12][CH3:13])=[CH:9][CH:10]=2)[CH:5]=[CH:4][C:3]=1[O:14][CH2:21][O:22][CH3:23]. The yield is 0.560. (8) The reactants are C(OC[N:10]1[C:18]2[C:17](=[O:19])[N:16]([CH3:20])[CH2:15][N:14]([C:21]3[CH:26]=[CH:25][C:24]([Cl:27])=[CH:23][C:22]=3[Cl:28])[C:13]=2[N:12]=[C:11]1[CH2:29][CH3:30])C1C=CC=CC=1.FC(F)(F)C(O)=O. The catalyst is C(Cl)(Cl)Cl. The product is [Cl:28][C:22]1[CH:23]=[C:24]([Cl:27])[CH:25]=[CH:26][C:21]=1[N:14]1[C:13]2[N:12]=[C:11]([CH2:29][CH3:30])[NH:10][C:18]=2[C:17](=[O:19])[N:16]([CH3:20])[CH2:15]1. The yield is 0.950.